Dataset: NCI-60 drug combinations with 297,098 pairs across 59 cell lines. Task: Regression. Given two drug SMILES strings and cell line genomic features, predict the synergy score measuring deviation from expected non-interaction effect. Drug 1: CC1=C(C=C(C=C1)C(=O)NC2=CC(=CC(=C2)C(F)(F)F)N3C=C(N=C3)C)NC4=NC=CC(=N4)C5=CN=CC=C5. Drug 2: C1=CN(C=N1)CC(O)(P(=O)(O)O)P(=O)(O)O. Cell line: PC-3. Synergy scores: CSS=-7.05, Synergy_ZIP=4.73, Synergy_Bliss=3.13, Synergy_Loewe=-4.35, Synergy_HSA=-4.70.